From a dataset of Forward reaction prediction with 1.9M reactions from USPTO patents (1976-2016). Predict the product of the given reaction. (1) Given the reactants C[O:2][C:3](=[O:23])[CH2:4][CH2:5][N:6]1[C:11]2[CH:12]=[C:13]([CH3:17])[CH:14]=[C:15]([CH3:16])[C:10]=2[O:9][C@H:8]([CH2:18][CH:19]([CH3:21])[CH3:20])[C:7]1=[O:22].[OH-].[Na+], predict the reaction product. The product is: [CH2:18]([C@@H:8]1[C:7](=[O:22])[N:6]([CH2:5][CH2:4][C:3]([OH:23])=[O:2])[C:11]2[CH:12]=[C:13]([CH3:17])[CH:14]=[C:15]([CH3:16])[C:10]=2[O:9]1)[CH:19]([CH3:21])[CH3:20]. (2) Given the reactants [NH2:1][C:2]1[C:7](I)=[CH:6][C:5]([Br:9])=[CH:4][N:3]=1.[CH2:10](N(CC)CC)[CH3:11].CC(C)(O)C#C, predict the reaction product. The product is: [Br:9][C:5]1[CH:6]=[C:7]2[C:2](=[N:3][CH:4]=1)[NH:1][CH:11]=[CH:10]2. (3) Given the reactants [NH2:1][C:2]1C=[C:4]2[C:9](=[CH:10][CH:11]=1)[C:8](O)=[CH:7][CH:6]=[CH:5]2.[CH3:25][C:24]([O:23][C:21](O[C:21]([O:23][C:24]([CH3:27])([CH3:26])[CH3:25])=[O:22])=[O:22])([CH3:27])[CH3:26].[C:28]([O-:31])(O)=O.[Na+], predict the reaction product. The product is: [C:21]([C:7]1[CH:8]=[C:9]2[C:4](=[CH:5][CH:6]=1)[C:28]([OH:31])=[C:2]([NH2:1])[CH:11]=[CH:10]2)([O:23][C:24]([CH3:25])([CH3:26])[CH3:27])=[O:22].